Dataset: Reaction yield outcomes from USPTO patents with 853,638 reactions. Task: Predict the reaction yield, written as a fraction of the theoretical maximum amount of product (1.0 means a 100% yield; for example, 0.34 means a 34% yield). (1) The reactants are [CH3:1]I.[NH2:3][C:4](=S)[CH2:5][C@H:6]1[C@H:12]([C:13]2[CH:18]=[CH:17][C:16]([Cl:19])=[C:15]([Cl:20])[CH:14]=2)[O:11][CH2:10][CH2:9][N:8](C(OC(C)(C)C)=O)[CH2:7]1.[C:29](=[O:32])([O-])[O-:30].[K+].[K+].[C:35]([NH:38][NH2:39])(=O)[CH3:36].C(=O)([O-])O.[Na+].[CH3:45][C:46]([CH3:48])=O. No catalyst specified. The product is [Cl:20][C:15]1[CH:14]=[C:13]([C@@H:12]2[O:11][CH2:10][CH2:9][N:8]([C:29]([O:30][C:46]([CH3:48])([CH3:1])[CH3:45])=[O:32])[CH2:7][C@H:6]2[CH2:5][C:4]2[NH:3][C:35]([CH3:36])=[N:38][N:39]=2)[CH:18]=[CH:17][C:16]=1[Cl:19]. The yield is 0.790. (2) The reactants are [Br:1][C:2]1[CH:7]=[CH:6][C:5]([N+:8]([O-:10])=[O:9])=[CH:4][C:3]=1[OH:11].Br[CH2:13][C:14]([CH3:16])=[CH2:15].C([O-])([O-])=O.[K+].[K+]. The catalyst is CC(C)=O. The yield is 0.800. The product is [Br:1][C:2]1[CH:7]=[CH:6][C:5]([N+:8]([O-:10])=[O:9])=[CH:4][C:3]=1[O:11][CH2:15][C:14]([CH3:16])=[CH2:13]. (3) The yield is 0.810. No catalyst specified. The product is [CH2:21]([C:19]1[N:18]=[C:17]([C:25]([NH:27][C:28]2[CH:33]=[CH:32][CH:31]=[CH:30][C:29]=2[C:34]2[S:35][C:36]3[C:41]([N:42]=2)=[CH:40][C:39]([CH2:43][O:44][CH:45]2[CH2:50][CH2:49][NH:48][CH2:47][CH2:46]2)=[CH:38][N:37]=3)=[O:26])[CH:16]=[C:15]([NH:14][CH:11]2[CH2:12][CH2:13][NH:8][CH2:9][CH2:10]2)[N:20]=1)[CH2:22][CH2:23][CH3:24]. The reactants are C(OC([N:8]1[CH2:13][CH2:12][CH:11]([NH:14][C:15]2[N:20]=[C:19]([CH2:21][CH2:22][CH2:23][CH3:24])[N:18]=[C:17]([C:25]([NH:27][C:28]3[CH:33]=[CH:32][CH:31]=[CH:30][C:29]=3[C:34]3[S:35][C:36]4[C:41]([N:42]=3)=[CH:40][C:39]([CH2:43][O:44][CH:45]3[CH2:50][CH2:49][N:48](C(OC(C)(C)C)=O)[CH2:47][CH2:46]3)=[CH:38][N:37]=4)=[O:26])[CH:16]=2)[CH2:10][CH2:9]1)=O)(C)(C)C.FC(F)(F)C(O)=O. (4) The reactants are [CH3:1][S:2]([NH:5][CH2:6][C:7]1[C:15]2[S:14](=[O:17])(=[O:16])[N:13]=[C:12]([CH2:18][C:19]([OH:21])=O)[NH:11][C:10]=2[S:9][CH:8]=1)(=[O:4])=[O:3].F[P-](F)(F)(F)(F)F.N1([O:38][C:39](N(C)C)=[N+](C)C)C2N=CC=CC=2N=N1.CN1CCOCC1.C(OC(=O)[C:57]([CH2:64][NH:65][CH:66]1[CH2:70][CH2:69][CH2:68][CH2:67]1)([CH3:63])[CH2:58][CH2:59][CH:60]([CH3:62])[CH3:61])C.[O-]CC.[Na+].C(O)C. The catalyst is CN(C)C=O. The product is [CH:66]1([N:65]2[CH2:64][C:57]([CH3:63])([CH2:58][CH2:59][CH:60]([CH3:61])[CH3:62])[C:19]([OH:21])=[C:18]([C:12]3[NH:11][C:10]4[S:9][CH:8]=[C:7]([CH2:6][NH:5][S:2]([CH3:1])(=[O:3])=[O:4])[C:15]=4[S:14](=[O:16])(=[O:17])[N:13]=3)[C:39]2=[O:38])[CH2:67][CH2:68][CH2:69][CH2:70]1. The yield is 0.0700.